This data is from Forward reaction prediction with 1.9M reactions from USPTO patents (1976-2016). The task is: Predict the product of the given reaction. (1) Given the reactants [NH2:1][C:2]1[CH:7]=[CH:6][C:5]([CH:8]([C:13]([O:15][CH3:16])=[O:14])[C:9]([O:11][CH3:12])=[O:10])=[C:4]([F:17])[CH:3]=1.N1C=CC=CC=1.Cl[C:25]([O:27][C:28]1[CH:33]=[CH:32][CH:31]=[CH:30][CH:29]=1)=[O:26], predict the reaction product. The product is: [F:17][C:4]1[CH:3]=[C:2]([NH:1][C:25]([O:27][C:28]2[CH:33]=[CH:32][CH:31]=[CH:30][CH:29]=2)=[O:26])[CH:7]=[CH:6][C:5]=1[CH:8]([C:9]([O:11][CH3:12])=[O:10])[C:13]([O:15][CH3:16])=[O:14]. (2) Given the reactants [C:1]([O:5][C:6]([N:8]1[CH2:20][C@@H:19]([CH3:21])[N:18]2[C@H:10]([CH2:11][C:12]3[C:17]2=[N:16][C:15]([CH2:22][CH3:23])=[C:14]([CH2:24][OH:25])[CH:13]=3)[CH2:9]1)=[O:7])([CH3:4])([CH3:3])[CH3:2].[H-].[Na+].[CH2:28](Br)[CH3:29], predict the reaction product. The product is: [C:1]([O:5][C:6]([N:8]1[CH2:20][C@@H:19]([CH3:21])[N:18]2[C@H:10]([CH2:11][C:12]3[C:17]2=[N:16][C:15]([CH2:22][CH3:23])=[C:14]([CH2:24][O:25][CH2:28][CH3:29])[CH:13]=3)[CH2:9]1)=[O:7])([CH3:2])([CH3:3])[CH3:4]. (3) Given the reactants C(O[C:4]([C:6]1[N:11]=[C:10]([C:12]2[S:13][CH:14]=[CH:15][N:16]=2)[C:9]2[N:17]=[C:18]([C:20]3[CH:25]=[CH:24][CH:23]=[CH:22][CH:21]=3)[S:19][C:8]=2[C:7]=1[OH:26])=[O:5])C.[NH2:27][CH2:28][C:29]([OH:31])=[O:30], predict the reaction product. The product is: [OH:26][C:7]1[C:8]2[S:19][C:18]([C:20]3[CH:25]=[CH:24][CH:23]=[CH:22][CH:21]=3)=[N:17][C:9]=2[C:10]([C:12]2[S:13][CH:14]=[CH:15][N:16]=2)=[N:11][C:6]=1[C:4]([NH:27][CH2:28][C:29]([OH:31])=[O:30])=[O:5]. (4) Given the reactants FC(F)(F)S(O[Si](C)(C)C)(=O)=O.[CH3:13][C:14]1[N:15]([CH2:25][C:26]([O:28][CH2:29][CH3:30])=[O:27])[C:16]2[CH2:17][C:18]([CH3:24])([CH3:23])[CH2:19][CH2:20][C:21]=2[CH:22]=1.[O:31]1[CH2:36][CH2:35][N:34]([S:37]([C:40]2[CH:47]=[CH:46][CH:45]=[CH:44][C:41]=2[CH:42]=O)(=[O:39])=[O:38])[CH2:33][CH2:32]1.C([SiH](CC)CC)C, predict the reaction product. The product is: [CH3:13][C:14]1[N:15]([CH2:25][C:26]([O:28][CH2:29][CH3:30])=[O:27])[C:16]2[CH2:17][C:18]([CH3:24])([CH3:23])[CH2:19][CH2:20][C:21]=2[C:22]=1[CH2:42][C:41]1[CH:44]=[CH:45][CH:46]=[CH:47][C:40]=1[S:37]([N:34]1[CH2:35][CH2:36][O:31][CH2:32][CH2:33]1)(=[O:38])=[O:39]. (5) Given the reactants [OH-].[Na+].[F:3][C:4]1[CH:9]=[CH:8][C:7]([C:10]2[N:14]3[CH2:15][CH2:16][CH2:17]/[C:18](=[CH:19]\[C:20]4[CH:25]=[CH:24][C:23]([N:26]5[CH:30]=[C:29]([CH3:31])[N:28]=[CH:27]5)=[C:22]([O:32][CH3:33])[CH:21]=4)/[C:13]3=[N:12][C:11]=2[C:34]([O:36]C)=[O:35])=[CH:6][CH:5]=1.Cl, predict the reaction product. The product is: [F:3][C:4]1[CH:5]=[CH:6][C:7]([C:10]2[N:14]3[CH2:15][CH2:16][CH2:17]/[C:18](=[CH:19]\[C:20]4[CH:25]=[CH:24][C:23]([N:26]5[CH:30]=[C:29]([CH3:31])[N:28]=[CH:27]5)=[C:22]([O:32][CH3:33])[CH:21]=4)/[C:13]3=[N:12][C:11]=2[C:34]([OH:36])=[O:35])=[CH:8][CH:9]=1. (6) The product is: [Br:16][C:14]1[CH:13]=[CH:12][C:8]2[N:9]=[CH:10][C:11]3[C:6]([C:7]=2[CH:15]=1)=[CH:5][C:4]([C:17]1[CH:18]=[C:19]([O:23][CH2:24][C@H:25]([NH:28][C:29](=[O:35])[O:30][C:31]([CH3:34])([CH3:33])[CH3:32])[CH2:26][CH3:27])[CH:20]=[N:21][CH:22]=1)=[N:3][C:2]=3/[N:1]=[CH:38]/[N:39]([CH3:41])[CH3:40]. Given the reactants [NH2:1][C:2]1[N:3]=[C:4]([C:17]2[CH:18]=[C:19]([O:23][CH2:24][C@H:25]([NH:28][C:29](=[O:35])[O:30][C:31]([CH3:34])([CH3:33])[CH3:32])[CH2:26][CH3:27])[CH:20]=[N:21][CH:22]=2)[CH:5]=[C:6]2[C:11]=1[CH:10]=[N:9][C:8]1[CH:12]=[CH:13][C:14]([Br:16])=[CH:15][C:7]2=1.CO[CH:38](OC)[N:39]([CH3:41])[CH3:40], predict the reaction product. (7) Given the reactants [Si]([O:8][C:9]([CH3:45])([CH3:44])[CH2:10][C:11]1[CH:12]=[CH:13][C:14]2[C:27]3[N:26]=[C:25]([C:28]4[C:33]([Br:34])=[CH:32][CH:31]=[CH:30][C:29]=4[Br:35])[NH:24][C:23]=3[C:22]3[C:17](=[CH:18][C:19]([O:36][CH2:37][CH2:38][CH2:39][C:40]([F:43])([F:42])[F:41])=[CH:20][CH:21]=3)[C:15]=2[CH:16]=1)(C(C)(C)C)(C)C.[Si](OC(C)(C)CC1C=CC2C3N=C(C4C(Br)=CC=CC=4Br)NC=3C3C(=CC(OCC4CC4)=CC=3)C=2C=1)(C(C)(C)C)(C)C, predict the reaction product. The product is: [Br:35][C:29]1[CH:30]=[CH:31][CH:32]=[C:33]([Br:34])[C:28]=1[C:25]1[NH:24][C:23]2[C:22]3[C:17]([C:15]4[CH:16]=[C:11]([CH2:10][C:9]([CH3:45])([OH:8])[CH3:44])[CH:12]=[CH:13][C:14]=4[C:27]=2[N:26]=1)=[CH:18][C:19]([O:36][CH2:37][CH2:38][CH2:39][C:40]([F:43])([F:41])[F:42])=[CH:20][CH:21]=3.